This data is from Catalyst prediction with 721,799 reactions and 888 catalyst types from USPTO. The task is: Predict which catalyst facilitates the given reaction. Reactant: CS([C:4]1[N:8]=[C:7]([C:9]2[CH:14]=[CH:13][CH:12]=[CH:11][CH:10]=2)[S:6][N:5]=1)=O.CS(C1N=C(C2C=CC=CC=2)SN=1)(=O)=O.[CH2:30]([OH:34])[C:31]#[C:32][CH3:33].[H-].[Na+].[Cl-].[Na+]. Product: [C:9]1([C:7]2[S:6][N:5]=[C:4]([O:34][CH2:30][C:31]#[C:32][CH3:33])[N:8]=2)[CH:14]=[CH:13][CH:12]=[CH:11][CH:10]=1. The catalyst class is: 9.